This data is from Reaction yield outcomes from USPTO patents with 853,638 reactions. The task is: Predict the reaction yield, written as a fraction of the theoretical maximum amount of product (1.0 means a 100% yield; for example, 0.34 means a 34% yield). (1) The reactants are [I:1][C:2]1[C:11]2[C:6](=[CH:7][CH:8]=[CH:9][CH:10]=2)[CH:5]=[C:4]([OH:12])[CH:3]=1.[C:13]([CH:17]1[CH2:22][CH2:21][CH:20](OS(C)(=O)=O)[CH2:19][CH2:18]1)([CH3:16])([CH3:15])[CH3:14].C(=O)([O-])[O-].[Cs+].[Cs+]. The catalyst is C(O)(C)(C)C.CC(=O)CC. The product is [C:13]([CH:17]1[CH2:22][CH2:21][CH:20]([O:12][C:4]2[CH:3]=[C:2]([I:1])[C:11]3[C:6]([CH:5]=2)=[CH:7][CH:8]=[CH:9][CH:10]=3)[CH2:19][CH2:18]1)([CH3:16])([CH3:15])[CH3:14]. The yield is 0.730. (2) The reactants are [C:1]([O:5][C:6]([NH:8][C:9]1[CH:14]=[CH:13][CH:12]=[CH:11][C:10]=1[NH:15][C:16]([C:18]1[CH:19]=[N:20][C:21](S(C)(=O)=O)=[N:22][CH:23]=1)=[O:17])=[O:7])([CH3:4])([CH3:3])[CH3:2].[C:28]([O:32][C:33]([N:35]1[CH2:40][CH2:39][NH:38][CH2:37][CH2:36]1)=[O:34])([CH3:31])([CH3:30])[CH3:29]. The catalyst is CN(C)C(=O)C. The product is [C:28]([O:32][C:33]([N:35]1[CH2:40][CH2:39][N:38]([C:21]2[N:20]=[CH:19][C:18]([C:16]([NH:15][C:10]3[CH:11]=[CH:12][CH:13]=[CH:14][C:9]=3[NH:8][C:6]([O:5][C:1]([CH3:4])([CH3:3])[CH3:2])=[O:7])=[O:17])=[CH:23][N:22]=2)[CH2:37][CH2:36]1)=[O:34])([CH3:31])([CH3:29])[CH3:30]. The yield is 0.570. (3) The reactants are C1(P(C2C=CC=CC=2)C2C=CC=CC=2)C=CC=CC=1.[CH:20]#[C:21][CH2:22][CH2:23][CH2:24][CH2:25][CH2:26][CH3:27].[CH3:28][SiH:29]([CH3:36])[C:30]1[CH:35]=[CH:34][CH:33]=[CH:32][N:31]=1.Cl. The catalyst is C(OCC)C. The product is [CH3:28][Si:29]([CH3:36])([CH:20]=[CH:21][CH2:22][CH2:23][CH2:24][CH2:25][CH2:26][CH3:27])[C:30]1[CH:35]=[CH:34][CH:33]=[CH:32][N:31]=1. The yield is 0.900. (4) The reactants are B.CSC.[NH:5]1[CH2:10][CH2:9][S:8][CH2:7][C:6]1=O.[C:23]([O:22][C:20](O[C:20]([O:22][C:23]([CH3:26])([CH3:25])[CH3:24])=[O:21])=[O:21])([CH3:26])([CH3:25])[CH3:24].[Li+].[OH-:28].[CH2:29]1[CH2:33][O:32]CC1. The catalyst is O1CCOCC1.O.C(O)C. The product is [C:20]([N:5]1[CH2:10][CH2:9][S:8][CH:7]([CH2:29][C:33]([OH:28])=[O:32])[CH2:6]1)([O:22][C:23]([CH3:24])([CH3:25])[CH3:26])=[O:21]. The yield is 0.810. (5) The reactants are [CH3:1][CH:2]([NH2:4])[CH3:3].[S:5]1[CH:9]=[CH:8][CH:7]=[C:6]1[C:10](Cl)=[O:11].C(N(C(C)C)C(C)C)C. The catalyst is C(Cl)Cl. The product is [CH3:1][CH:2]([NH:4][C:10]([C:6]1[S:5][CH:9]=[CH:8][CH:7]=1)=[O:11])[CH3:3]. The yield is 0.992.